This data is from Reaction yield outcomes from USPTO patents with 853,638 reactions. The task is: Predict the reaction yield, written as a fraction of the theoretical maximum amount of product (1.0 means a 100% yield; for example, 0.34 means a 34% yield). (1) The reactants are [NH2:1][C:2]1[CH:14]=[C:13]([N:15]2[CH2:20][CH2:19][N:18]([CH3:21])[CH2:17][CH2:16]2)[CH:12]=[CH:11][C:3]=1[C:4]([O:6][C:7]([CH3:10])([CH3:9])[CH3:8])=[O:5].Br[C:23]1[CH:28]=[CH:27][CH:26]=[CH:25][CH:24]=1. The catalyst is C1(C)C=CC=CC=1.ClCCl.CC([O-])=O.CC([O-])=O.[Pd+2].C1C=CC(P(C2C=CC3C(=CC=CC=3)C=2C2C3C(=CC=CC=3)C=CC=2P(C2C=CC=CC=2)C2C=CC=CC=2)C2C=CC=CC=2)=CC=1. The product is [CH3:21][N:18]1[CH2:19][CH2:20][N:15]([C:13]2[CH:12]=[CH:11][C:3]([C:4]([O:6][C:7]([CH3:10])([CH3:9])[CH3:8])=[O:5])=[C:2]([NH:1][C:23]3[CH:28]=[CH:27][CH:26]=[CH:25][CH:24]=3)[CH:14]=2)[CH2:16][CH2:17]1. The yield is 1.00. (2) The reactants are [F:1][C:2]1[CH:10]=[CH:9][C:5]([CH2:6][CH2:7][NH2:8])=[CH:4][CH:3]=1.[CH3:11][O:12][CH:13]([O:16][CH3:17])[CH:14]=O.C(O[BH-](OC(=O)C)OC(=O)C)(=O)C.[Na+]. The catalyst is O1CCCC1. The product is [F:1][C:2]1[CH:10]=[CH:9][C:5]([CH2:6][CH2:7][NH:8][CH2:14][CH:13]([O:16][CH3:17])[O:12][CH3:11])=[CH:4][CH:3]=1. The yield is 0.520.